Dataset: Retrosynthesis with 50K atom-mapped reactions and 10 reaction types from USPTO. Task: Predict the reactants needed to synthesize the given product. (1) Given the product CC(C)(C)OC(=O)Nc1ccccc1NC(=O)c1ccc(C2=CCN(C(=O)OC(C)(C)C)CC2)cc1, predict the reactants needed to synthesize it. The reactants are: CC(C)(C)OC(=O)N1CC=C(OS(=O)(=O)C(F)(F)F)CC1.CC(C)(C)OC(=O)Nc1ccccc1NC(=O)c1ccc(B2OC(C)(C)C(C)(C)O2)cc1. (2) Given the product CCOC(=O)CCc1ccc(OCc2c(C)c(Cl)cc3cc(CC)oc23)c(C)c1C, predict the reactants needed to synthesize it. The reactants are: CCOC(=O)CCc1ccc(O)c(C)c1C.CCc1cc2cc(Cl)c(C)c(CO)c2o1. (3) Given the product Fc1cccc(COc2ccc(N3CCn4ncc5ncnc3c54)cc2Cl)c1, predict the reactants needed to synthesize it. The reactants are: OCCn1ncc2ncnc(Nc3ccc(OCc4cccc(F)c4)c(Cl)c3)c21.